From a dataset of Forward reaction prediction with 1.9M reactions from USPTO patents (1976-2016). Predict the product of the given reaction. (1) Given the reactants Br[C:2]1[C:3]2[N:4]([CH:13]=[CH:14][N:15]=2)[CH:5]=[C:6]([C:8]([O:10]CC)=[O:9])[CH:7]=1.[CH3:16][C:17]1[CH:22]=[CH:21][C:20](B(O)O)=[CH:19][CH:18]=1.C(=O)([O-])[O-].[K+].[K+].[OH-].[Na+], predict the reaction product. The product is: [CH3:16][C:17]1[CH:22]=[CH:21][C:20]([C:2]2[C:3]3[N:4]([CH:13]=[CH:14][N:15]=3)[CH:5]=[C:6]([C:8]([OH:10])=[O:9])[CH:7]=2)=[CH:19][CH:18]=1. (2) Given the reactants [O:1]=[C:2]1[N:6]([CH:7]2[CH2:12][CH2:11][NH:10][CH2:9][CH2:8]2)[C:5]2[CH:13]=[CH:14][CH:15]=[CH:16][C:4]=2[NH:3]1.Br[CH2:18][C:19]([O:21][CH2:22][CH3:23])=[O:20].C(N(CC)C(C)C)(C)C, predict the reaction product. The product is: [O:1]=[C:2]1[N:6]([CH:7]2[CH2:8][CH2:9][N:10]([CH2:18][C:19]([O:21][CH2:22][CH3:23])=[O:20])[CH2:11][CH2:12]2)[C:5]2[CH:13]=[CH:14][CH:15]=[CH:16][C:4]=2[NH:3]1. (3) Given the reactants [C:1]([NH:4][C@H:5]([C:16]([OH:18])=[O:17])[CH2:6][C:7]1[CH:12]=[CH:11][C:10]([NH2:13])=[C:9]([CH2:14][CH3:15])[CH:8]=1)(=[O:3])[CH3:2].C([O-])([O-])=O.[Cs+].[Cs+].[CH2:25](Br)[CH:26]=[CH2:27], predict the reaction product. The product is: [C:1]([NH:4][CH:5]([CH2:6][C:7]1[CH:12]=[CH:11][C:10]([NH2:13])=[C:9]([CH2:14][CH3:15])[CH:8]=1)[C:16]([O:18][CH2:27][CH:26]=[CH2:25])=[O:17])(=[O:3])[CH3:2]. (4) The product is: [Cl:12][C:13](=[CH2:19])[CH2:14][N:15]([CH2:16][CH2:17][CH3:18])[S:1]([Cl:22])(=[O:4])=[O:2]. Given the reactants [S:1](=[O:4])(=O)=[O:2].N1C=CC=CC=1C.[Cl:12][C:13](=[CH2:19])[CH2:14][NH:15][CH2:16][CH2:17][CH3:18].P(Cl)(Cl)([Cl:22])=O, predict the reaction product. (5) Given the reactants [Al+3].[Cl-].[Cl-].[Cl-].[C:5](Cl)([CH3:7])=[O:6].[O:9]1[C:18]2[C:13](=[CH:14][CH:15]=[CH:16][CH:17]=2)[CH2:12][CH2:11][CH2:10]1, predict the reaction product. The product is: [O:9]1[C:18]2[C:13](=[CH:14][C:15]([C:5](=[O:6])[CH3:7])=[CH:16][CH:17]=2)[CH2:12][CH2:11][CH2:10]1. (6) Given the reactants [Br:1][C:2]1[CH:3]=[CH:4][C:5]2[S:9](=[O:11])(=[O:10])[NH:8][CH2:7][C:6]=2[CH:12]=1.Cl[CH2:14][C@H:15]1[CH2:19][O:18][C:17]([CH3:21])([CH3:20])[O:16]1.C([O-])([O-])=O.[K+].[K+], predict the reaction product. The product is: [Br:1][C:2]1[CH:3]=[CH:4][C:5]2[S:9](=[O:10])(=[O:11])[N:8]([CH2:14][C@H:15]3[CH2:19][O:18][C:17]([CH3:21])([CH3:20])[O:16]3)[CH2:7][C:6]=2[CH:12]=1. (7) Given the reactants [F:1][C:2]1[C:3]([OH:12])=[CH:4][C:5]2[O:9][CH2:8][C:7](=O)[C:6]=2[CH:11]=1.O.NN.[OH-].[K+].Cl, predict the reaction product. The product is: [F:1][C:2]1[C:3]([OH:12])=[CH:4][C:5]2[O:9][CH2:8][CH2:7][C:6]=2[CH:11]=1.